This data is from Full USPTO retrosynthesis dataset with 1.9M reactions from patents (1976-2016). The task is: Predict the reactants needed to synthesize the given product. (1) Given the product [OH:26]/[N:25]=[C:20](\[CH2:19][CH2:18][CH2:17][CH2:16][CH2:15][CH2:14][CH2:13][CH3:12])/[C:21]([OH:23])=[O:22], predict the reactants needed to synthesize it. The reactants are: CS(C)=O.C(Cl)(=O)C(Cl)=O.O[CH2:12][CH2:13][CH2:14][CH2:15][CH2:16][CH2:17][CH2:18][CH2:19][CH2:20][C:21]([OH:23])=[O:22].Cl.[NH2:25][OH:26].[OH-].[Na+]. (2) Given the product [C:15]([O:19][C:20]([N:22]1[CH2:27][CH2:26][CH:25]([CH2:28][CH:29]([OH:30])[C:7]2[O:6][C:14]3[CH:13]=[CH:12][N:11]=[CH:10][C:9]=3[N:8]=2)[CH2:24][CH2:23]1)=[O:21])([CH3:18])([CH3:17])[CH3:16], predict the reactants needed to synthesize it. The reactants are: C([Mg]Cl)(C)C.[O:6]1[C:14]2[CH:13]=[CH:12][N:11]=[CH:10][C:9]=2[N:8]=[CH:7]1.[C:15]([O:19][C:20]([N:22]1[CH2:27][CH2:26][CH:25]([CH2:28][CH:29]=[O:30])[CH2:24][CH2:23]1)=[O:21])([CH3:18])([CH3:17])[CH3:16]. (3) Given the product [Cl:1][C:2]1[N:3]=[CH:4][C:5]([CH2:9][C@@H:10]([OH:11])[CH2:14][OH:13])=[CH:6][C:7]=1[F:8], predict the reactants needed to synthesize it. The reactants are: [Cl:1][C:2]1[C:7]([F:8])=[CH:6][C:5]([CH2:9][C@@H:10]2[CH2:14][O:13]C(C)(C)[O:11]2)=[CH:4][N:3]=1.CC(C)([O-])C.[Na+].C1(P(C2CCCCC2)C2C=CC=CC=2C2C(C(C)C)=CC(C(C)C)=CC=2C(C)C)CCCCC1.O.